Dataset: Retrosynthesis with 50K atom-mapped reactions and 10 reaction types from USPTO. Task: Predict the reactants needed to synthesize the given product. (1) Given the product O=C(O)COc1ncc(C(=O)NCc2ccccc2)cc1C(=O)NCc1ccccc1, predict the reactants needed to synthesize it. The reactants are: CC(C)(C)OC(=O)COc1ncc(C(=O)NCc2ccccc2)cc1C(=O)NCc1ccccc1. (2) Given the product [N-]=[N+]=NCC(=O)c1ccc(O)c2[nH]c(=O)sc12, predict the reactants needed to synthesize it. The reactants are: O=C(CCl)c1ccc(O)c2[nH]c(=O)sc12.[N-]=[N+]=[N-]. (3) The reactants are: CC(C)Br.CC(C)CN1C(=O)c2ccc(O)cc2C1=O. Given the product CC(C)CN1C(=O)c2ccc(OC(C)C)cc2C1=O, predict the reactants needed to synthesize it. (4) Given the product CCCc1nc2cc(N(Cc3cccc(C(F)(F)F)c3)S(=O)(=O)c3ccc(F)cc3)ccc2n1CC(=O)OC(C)(C)C, predict the reactants needed to synthesize it. The reactants are: CCCc1nc2cc(NS(=O)(=O)c3ccc(F)cc3)ccc2n1CC(=O)OC(C)(C)C.FC(F)(F)c1cccc(CBr)c1. (5) Given the product COCN1c2cc(C=O)c(OC)cc2Oc2nccnc21, predict the reactants needed to synthesize it. The reactants are: COCN1c2cc(CO)c(OC)cc2Oc2nccnc21. (6) Given the product CNCCC1CN(c2c(F)cc3c(=O)c(C(=O)O)cn(-c4ccc(F)cc4F)c3c2F)CCO1, predict the reactants needed to synthesize it. The reactants are: CNCCC1CNCCO1.O=C(O)c1cn(-c2ccc(F)cc2F)c2c(F)c(F)c(F)cc2c1=O.